Binary Classification. Given a miRNA mature sequence and a target amino acid sequence, predict their likelihood of interaction. From a dataset of Experimentally validated miRNA-target interactions with 360,000+ pairs, plus equal number of negative samples. (1) The miRNA is hsa-miR-940 with sequence AAGGCAGGGCCCCCGCUCCCC. The protein sequence of the target gene is MYRDPEAASPGAPSRDVLLVSAIITVSLSVTVVLCGLCHWCQRKLGKRYKNSLETVGTPDSGRGRSEKKAIKLPAGGKAVNTAPVPGQTPHDESDRRTEPRSSVSDLVNSLTSEMLMLSPGSEEDEAHEGCSRENLGRIQFSVGYNFQESTLTVKIMKAQELPAKDFSGTSDPFVKIYLLPDKKHKLETKVKRKNLNPHWNETFLFEGFPYEKVVQRILYLQVLDYDRFSRNDPIGEVSIPLNKVDLTQMQTFWKDLKPCSDGSGSRGELLLSLCYNPSANSIIVNIIKARNLKAMDIGG.... Result: 1 (interaction). (2) Result: 0 (no interaction). The miRNA is hsa-miR-4667-3p with sequence UCCCUCCUUCUGUCCCCACAG. The protein sequence of the target gene is MKSALFTRFFILLPWILIVIIMLDVDTRRPVPPLTPRPYFSPYAVGRGGARLPLRRGGPAHGTQKRNQSRPQPQPEPQLPTIYAITPTYSRPVQKAELTRLANTFRQVAQLHWILVEDAAARSELVSRFLARAGLPSTHLHVPTPRRYKRPGLPRATEQRNAGLAWLRQRHQHQRAQPGVLFFADDDNTYSLELFQEMRTTRKVSVWPVGLVGGRRYERPLVENGKVVGWYTGWRADRPFAIDMAGFAVSLQVILSNPKAVFKRRGSQPGMQESDFLKQITTVEELEPKANNCTKVLVWH.... (3) The miRNA is hsa-miR-3126-3p with sequence CAUCUGGCAUCCGUCACACAGA. The protein sequence of the target gene is MEQEDNQGVCEYQTSEDRGMDSDLENSEDREGDPEERGMGSNPWDTEDRGHLEQEVDSNPQDDDLRGDSRERDRASTVCSEGRLSEEERAILREEEDDQPGVADMALFPGLSESDSISRSPRGEEDEEEEDEEEESAGENRLIEEEDPLPTPVLPWRRHLSLGGRHRGDKPAHRRFHRLHHPMAMDLGELDSLMASIMDAPTICPDCGESFSPGAAFLQHQRIHRLAEAAAVASLEPFGLAGECGGVVGMMGMGMGVGMGVAGGFGAGPTLARPPREKPFRCGECGKGFSRNTYLTNHLR.... Result: 0 (no interaction). (4) The miRNA is hsa-miR-3677-5p with sequence CAGUGGCCAGAGCCCUGCAGUG. The protein sequence of the target gene is MEAAADGPAETQSPVEKDSPAKTQSPAQDTSIMSRNNADTGRVLALPEHKKKRKGNLPAESVKILRDWMYKHRFKAYPSEEEKQMLSEKTNLSLLRISNWFINARRRILPDMLQQRRNDPIIGHKTGKDAHATHLQSTEASVPAKSGPVVQTMYKACPCGPCQRARCQERSNQIRSRPLARSSPE. Result: 0 (no interaction). (5) The miRNA is hsa-miR-3199 with sequence AGGGACUGCCUUAGGAGAAAGUU. The protein sequence of the target gene is MSDIRHSLLRRDALSAAKEVLYHLDIYFSSQLQSAPLPIVDKGPVELLEEFVFQVPKERSAQPKRLNSLQELQLLEIMCNYFQEQTKDSVRQIIFSSLFSPQGNKADDSRMSLLGKLVSMAVAVCRIPVLECAASWLQRTPVVYCVRLAKALVDDYCCLVPGSIQTLKQIFSASPRFCCQFITSVTALYDLSSDDLIPPMDLLEMIVTWIFEDPRLILITFLNTPIAANLPIGFLELTPLVGLIRWCVKAPLAYKRKKKPPLSNGHVSNKVTKDPGVGMDRDSHLLYSKLHLSVLQVLMT.... Result: 0 (no interaction).